From a dataset of Forward reaction prediction with 1.9M reactions from USPTO patents (1976-2016). Predict the product of the given reaction. (1) Given the reactants I.I.[N:3]1([C:10]2[N:14]([CH2:15][CH2:16][N:17]3[CH:21]=[CH:20][CH:19]=[N:18]3)[C:13]3[CH:22]=[CH:23][CH:24]=[CH:25][C:12]=3[N:11]=2)[CH2:9][CH2:8][CH2:7][NH:6][CH2:5][CH2:4]1.[CH3:26][O:27][C:28]1[CH:33]=[CH:32][C:31]([N:34]2[CH:38]=[N:37][N:36]=[N:35]2)=[CH:30][C:29]=1[C:39]([N:41]1[CH2:45][CH2:44][C@:43]([CH2:52][CH2:53]OS(C)(=O)=O)([C:46]2[CH:51]=[CH:50][CH:49]=[CH:48][CH:47]=2)[CH2:42]1)=[O:40].C(N(C(C)C)CC)(C)C.C(#N)C, predict the reaction product. The product is: [CH3:26][O:27][C:28]1[CH:33]=[CH:32][C:31]([N:34]2[CH:38]=[N:37][N:36]=[N:35]2)=[CH:30][C:29]=1[C:39]([N:41]1[CH2:45][CH2:44][C@@:43]([C:46]2[CH:51]=[CH:50][CH:49]=[CH:48][CH:47]=2)([CH2:52][CH2:53][N:6]2[CH2:7][CH2:8][CH2:9][N:3]([C:10]3[N:14]([CH2:15][CH2:16][N:17]4[CH:21]=[CH:20][CH:19]=[N:18]4)[C:13]4[CH:22]=[CH:23][CH:24]=[CH:25][C:12]=4[N:11]=3)[CH2:4][CH2:5]2)[CH2:42]1)=[O:40]. (2) The product is: [C:29]([O:33][C:34](=[O:58])[C@@H:35]([NH:40][C:41](=[O:57])[C:42]1[CH:47]=[CH:46][C:45]([NH:48][CH:49]([CH:50]([CH3:52])[CH3:51])[CH:53]([CH3:54])[CH3:55])=[C:44]([NH:56][C:7](=[O:9])[CH2:6][C:2]2[S:1][CH:5]=[CH:4][CH:3]=2)[CH:43]=1)[CH2:36][CH:37]([CH3:39])[CH3:38])([CH3:30])([CH3:31])[CH3:32]. Given the reactants [S:1]1[CH:5]=[CH:4][CH:3]=[C:2]1[CH2:6][C:7]([OH:9])=O.C1C=NC2N(O)N=NC=2C=1.CCN(C(C)C)C(C)C.[C:29]([O:33][C:34](=[O:58])[C@@H:35]([NH:40][C:41](=[O:57])[C:42]1[CH:47]=[CH:46][C:45]([NH:48][CH:49]([CH:53]([CH3:55])[CH3:54])[CH:50]([CH3:52])[CH3:51])=[C:44]([NH2:56])[CH:43]=1)[CH2:36][CH:37]([CH3:39])[CH3:38])([CH3:32])([CH3:31])[CH3:30], predict the reaction product.